This data is from Forward reaction prediction with 1.9M reactions from USPTO patents (1976-2016). The task is: Predict the product of the given reaction. (1) Given the reactants C[O:2][CH:3](OC)[CH:4]1[S:8][C:7]([C:9]2[NH:10][C:11]3[C:16]([CH:17]=2)=[CH:15][C:14]([O:18][CH2:19][CH2:20][O:21][CH3:22])=[CH:13][C:12]=3[N:23]([CH3:33])[S:24]([C:27]2[N:28]([CH3:32])[CH:29]=[CH:30][N:31]=2)(=[O:26])=[O:25])=[N:6][CH2:5]1.FC(F)(F)C(O)=O.S(=O)(=O)(O)O.[BH4-].[Na+], predict the reaction product. The product is: [OH:2][CH2:3][CH:4]1[S:8][C:7]([C:9]2[NH:10][C:11]3[C:16]([CH:17]=2)=[CH:15][C:14]([O:18][CH2:19][CH2:20][O:21][CH3:22])=[CH:13][C:12]=3[N:23]([CH3:33])[S:24]([C:27]2[N:28]([CH3:32])[CH:29]=[CH:30][N:31]=2)(=[O:25])=[O:26])=[N:6][CH2:5]1. (2) Given the reactants [Cl:1][C:2]1[CH:25]=[CH:24][CH:23]=[CH:22][C:3]=1[CH2:4][O:5][C:6](=[O:21])[NH:7][C:8]1[CH:9]=[N:10][N:11]([CH2:13][C:14]2[O:15][C:16]([CH:19]=[O:20])=[CH:17][CH:18]=2)[CH:12]=1.[CH:26]1([Mg]Br)[CH2:28][CH2:27]1, predict the reaction product. The product is: [Cl:1][C:2]1[CH:25]=[CH:24][CH:23]=[CH:22][C:3]=1[CH2:4][O:5][C:6](=[O:21])[NH:7][C:8]1[CH:9]=[N:10][N:11]([CH2:13][C:14]2[O:15][C:16]([C:19]([CH:26]3[CH2:28][CH2:27]3)=[O:20])=[CH:17][CH:18]=2)[CH:12]=1. (3) Given the reactants [C:1]([O:4][CH2:5][CH:6]([C:9]1[CH:14]=[CH:13][C:12]([Br:15])=[CH:11][CH:10]=1)[CH2:7][OH:8])(=[O:3])[CH3:2].C(N(CC)CC)C.[C:23]1([CH3:33])[CH:28]=[CH:27][C:26]([S:29](Cl)(=[O:31])=[O:30])=[CH:25][CH:24]=1, predict the reaction product. The product is: [CH3:33][C:23]1[CH:28]=[CH:27][C:26]([S:29]([O:8][CH2:7][CH:6]([C:9]2[CH:14]=[CH:13][C:12]([Br:15])=[CH:11][CH:10]=2)[CH2:5][O:4][C:1](=[O:3])[CH3:2])(=[O:31])=[O:30])=[CH:25][CH:24]=1.